This data is from Forward reaction prediction with 1.9M reactions from USPTO patents (1976-2016). The task is: Predict the product of the given reaction. (1) Given the reactants Cl.[CH:2]([N:5]1[C:9]([S:10]([CH3:13])(=[O:12])=[O:11])=[N:8][N:7]=[C:6]1[C:14]1[CH:19]=[C:18]([CH:20]([CH3:22])[CH3:21])[C:17]([O:23]COC)=[CH:16][C:15]=1[O:27]COC)([CH3:4])[CH3:3].OC1C=C(O)C(C(C)C)=CC=1C1N(C(C)C)C(=O)NN=1.C(=O)([O-])O.[Na+], predict the reaction product. The product is: [CH:20]([C:18]1[CH:19]=[C:14]([C:6]2[N:5]([CH:2]([CH3:4])[CH3:3])[C:9]([S:10]([CH3:13])(=[O:12])=[O:11])=[N:8][N:7]=2)[C:15]([OH:27])=[CH:16][C:17]=1[OH:23])([CH3:21])[CH3:22]. (2) Given the reactants [C:1]([C:3]1[CH:17]=[C:16]([C:18]2[CH:23]=[CH:22][C:21]([CH2:24]O)=[CH:20][CH:19]=2)[C:6]2[N:7]([C:10]3[CH:15]=[CH:14][CH:13]=[CH:12][CH:11]=3)[CH:8]=[N:9][C:5]=2[CH:4]=1)#[N:2].C(N(C(C)C)CC)(C)C.[CH3:35][S:36](Cl)(=[O:38])=[O:37].C(C1C=C(C2C=CC=C(CS(C)(=O)=O)C=2)C2N(C3C=CC=CC=3)C=NC=2C=1)#N, predict the reaction product. The product is: [C:1]([C:3]1[CH:17]=[C:16]([C:18]2[CH:23]=[CH:22][C:21]([CH2:24][S:36]([CH3:35])(=[O:38])=[O:37])=[CH:20][CH:19]=2)[C:6]2[N:7]([C:10]3[CH:15]=[CH:14][CH:13]=[CH:12][CH:11]=3)[CH:8]=[N:9][C:5]=2[CH:4]=1)#[N:2]. (3) Given the reactants [Cl:1][C:2]1[CH:3]=[C:4]([C:12]2([C:31]([F:34])([F:33])[F:32])[O:16][N:15]=[C:14]([C:17]3[CH:29]=[CH:28][C:20]([C:21]([O:23]C(C)(C)C)=[O:22])=[C:19]([CH3:30])[CH:18]=3)[CH2:13]2)[CH:5]=[C:6]([C:8]([F:11])([F:10])[F:9])[CH:7]=1.FC(F)(F)C(O)=O, predict the reaction product. The product is: [Cl:1][C:2]1[CH:3]=[C:4]([C:12]2([C:31]([F:33])([F:32])[F:34])[O:16][N:15]=[C:14]([C:17]3[CH:29]=[CH:28][C:20]([C:21]([OH:23])=[O:22])=[C:19]([CH3:30])[CH:18]=3)[CH2:13]2)[CH:5]=[C:6]([C:8]([F:9])([F:10])[F:11])[CH:7]=1. (4) The product is: [OH:50][C:44]([C:36]1[N:35]=[CH:38][C:39]([C:2]2[N:7]=[C:6]3[N:8]([C@H:13]4[CH2:18][CH2:17][C@H:16]([O:19][CH3:20])[CH2:15][CH2:14]4)[C:9](=[O:12])[CH2:10][NH:11][C:5]3=[N:4][CH:3]=2)=[CH:40][CH:41]=1)([CH3:46])[CH3:51]. Given the reactants Br[C:2]1[N:7]=[C:6]2[N:8]([C@H:13]3[CH2:18][CH2:17][C@H:16]([O:19][CH3:20])[CH2:15][CH2:14]3)[C:9](=[O:12])[CH2:10][NH:11][C:5]2=[N:4][CH:3]=1.BrC1N=C([NH:35][C@H:36]2[CH2:41][CH2:40][C@H:39](OC)[CH2:38]C2)C(NCC(OCC)=O)=NC=1.[C:44]([OH:50])([C:46](F)(F)F)=O.[C:51](=O)(O)[O-].[Na+], predict the reaction product. (5) Given the reactants [CH3:1][C:2]1([CH3:9])[CH2:7][CH2:6][C:5](=O)[CH2:4][CH2:3]1.[C:10]([N:17]1[CH2:21][CH2:20][C@H:19]([NH2:22])[CH2:18]1)([O:12][C:13]([CH3:16])([CH3:15])[CH3:14])=[O:11], predict the reaction product. The product is: [C:10]([N:17]1[CH2:21][CH2:20][C@H:19]([NH:22][CH:5]2[CH2:6][CH2:7][C:2]([CH3:9])([CH3:1])[CH2:3][CH2:4]2)[CH2:18]1)([O:12][C:13]([CH3:16])([CH3:15])[CH3:14])=[O:11]. (6) The product is: [NH2:38][CH2:37][C@@H:24]1[C@@H:23]([C@@:10]2([CH3:22])[CH2:11][CH2:12][C@H:13]([OH:15])[CH2:14][C@@H:9]2[CH2:8][OH:7])[CH2:35][CH2:34][C@@:33]2([CH3:36])[C@H:25]1[CH2:26][C:27]1[C:28]2=[N:29][CH:30]=[CH:31][CH:32]=1. Given the reactants C([O:7][CH2:8][C@H:9]1[CH2:14][C@@H:13]([O:15]C(=O)C(C)(C)C)[CH2:12][CH2:11][C@@:10]1([C@H:23]1[CH2:35][CH2:34][C@@:33]2([CH3:36])[C@@H:25]([CH2:26][C:27]3[C:28]2=[N:29][CH:30]=[CH:31][CH:32]=3)[C@@H:24]1[CH2:37][N:38]=[N+]=[N-])[CH3:22])(=O)C(C)(C)C.[H-].[H-].[H-].[H-].[Li+].[Al+3].O.[OH-].[Na+], predict the reaction product. (7) Given the reactants [F:1][C:2]([F:34])([F:33])[C:3]1[CH:4]=[C:5]([C@H:13]([O:15][C@H:16]2[O:24][CH2:23][C@@H:19]3[CH2:20][NH:21][CH2:22][C@H:18]3[C@@H:17]2[C:25]2[CH:30]=[CH:29][C:28]([F:31])=[CH:27][C:26]=2[CH3:32])[CH3:14])[CH:6]=[C:7]([C:9]([F:12])([F:11])[F:10])[CH:8]=1.C(N(CC)CC)C.[CH3:42][S:43](Cl)(=[O:45])=[O:44], predict the reaction product. The product is: [F:34][C:2]([F:1])([F:33])[C:3]1[CH:4]=[C:5]([C@H:13]([O:15][C@H:16]2[O:24][CH2:23][C@@H:19]3[CH2:20][N:21]([S:43]([CH3:42])(=[O:45])=[O:44])[CH2:22][C@H:18]3[C@@H:17]2[C:25]2[CH:30]=[CH:29][C:28]([F:31])=[CH:27][C:26]=2[CH3:32])[CH3:14])[CH:6]=[C:7]([C:9]([F:12])([F:10])[F:11])[CH:8]=1.